This data is from Catalyst prediction with 721,799 reactions and 888 catalyst types from USPTO. The task is: Predict which catalyst facilitates the given reaction. Reactant: [CH3:1][C:2]1([CH3:10])[CH2:7][C:6](=O)[CH2:5][C:4](=[O:9])[CH2:3]1.[Cl:11][C:12]1[CH:19]=[CH:18][CH:17]=[CH:16][C:13]=1[CH:14]=O.[CH2:20]([O:22][C:23](=[O:28])[CH:24]=[C:25]([NH2:27])[CH3:26])[CH3:21]. Product: [CH2:20]([O:22][C:23]([C:24]1[CH:14]([C:13]2[CH:16]=[CH:17][CH:18]=[CH:19][C:12]=2[Cl:11])[C:5]2[C:4](=[O:9])[CH2:3][C:2]([CH3:1])([CH3:10])[CH2:7][C:6]=2[NH:27][C:25]=1[CH3:26])=[O:28])[CH3:21]. The catalyst class is: 15.